From a dataset of Catalyst prediction with 721,799 reactions and 888 catalyst types from USPTO. Predict which catalyst facilitates the given reaction. (1) Reactant: [Cl:1][C:2]1[C:3]([NH2:22])=[CH:4][C:5]2[N:9]=[C:8]([CH2:10][CH3:11])[N:7]([C:12]3[CH:17]=[CH:16][C:15]([CH2:18][CH2:19][Cl:20])=[CH:14][CH:13]=3)[C:6]=2[CH:21]=1.[C:23](Cl)(=[O:25])[CH3:24].O. Product: [Cl:1][C:2]1[C:3]([NH:22][C:23](=[O:25])[CH3:24])=[CH:4][C:5]2[N:9]=[C:8]([CH2:10][CH3:11])[N:7]([C:12]3[CH:13]=[CH:14][C:15]([CH2:18][CH2:19][Cl:20])=[CH:16][CH:17]=3)[C:6]=2[CH:21]=1. The catalyst class is: 17. (2) Reactant: [CH3:1][C:2]1[N:6]([CH2:7][CH2:8][OH:9])[C:5]([N+:10]([O-:12])=[O:11])=[CH:4][N:3]=1.[OH:13][CH2:14][CH2:15]N1C([N+]([O-])=O)=CN=C1C.C(OC(=O)C)(=O)C. Product: [C:14]([O:9][CH2:8][CH2:7][N:6]1[C:5]([N+:10]([O-:12])=[O:11])=[CH:4][N:3]=[C:2]1[CH3:1])(=[O:13])[CH3:15]. The catalyst class is: 15.